This data is from Experimentally validated miRNA-target interactions with 360,000+ pairs, plus equal number of negative samples. The task is: Binary Classification. Given a miRNA mature sequence and a target amino acid sequence, predict their likelihood of interaction. (1) Result: 1 (interaction). The protein sequence of the target gene is MSSSHFASRHRKDISTEMIRTKIAHRKSLSQKENRHKEYERNRHFGLKDVNIPTLEGRILVELDETSQGLVPEKTNVKPRAMKTILGDQRKQMLQKYKEEKQLQKLKEQREKAKRGIFKVGRYRPDMPCFLLSNQNAVKAEPKKAIPSSVRITRSKAKDQMEQTKIDNESDVRAIRPGPRQTSEKKVSDKEKKVVQPVMPTSLRMTRSATQAAKQVPRTVSSTTARKPVTRAANENEPEGKVPSKGRPAKNVETKPDKGISCKVDSEENTLNSQTNATSGMNPDGVLSKMENLPEINTAK.... The miRNA is hsa-miR-302c-3p with sequence UAAGUGCUUCCAUGUUUCAGUGG. (2) The miRNA is hsa-miR-661 with sequence UGCCUGGGUCUCUGGCCUGCGCGU. The protein sequence of the target gene is MLRFLAPRLLSLQGRTARYSSAAALPSPILNPDIPYNQLFINNEWQDAVSKKTFPTVNPTTGEVIGHVAEGDRADVDRAVKAAREAFRLGSPWRRMDASERGRLLNLLADLVERDRVYLASLETLDNGKPFQESYALDLDEVIKVYRYFAGWADKWHGKTIPMDGQHFCFTRHEPVGVCGQIIPWNFPLVMQGWKLAPALATGNTVVMKVAEQTPLSALYLASLIKEAGFPPGVVNIITGYGPTAGAAIAQHVDVDKVAFTGSTEVGHLIQKAAGDSNLKRVTLELGGKSPSIVLADADM.... Result: 1 (interaction). (3) The miRNA is hsa-miR-328-3p with sequence CUGGCCCUCUCUGCCCUUCCGU. The protein sequence of the target gene is MKERRAPQPVVARCKLVLVGDVQCGKTAMLQVLAKDCYPETYVPTVFENYTACLETEEQRVELSLWDTSGSPYYDNVRPLCYSDSDAVLLCFDISRPETVDSALKKWRTEILDYCPSTRVLLIGCKTDLRTDLSTLMELSHQKQAPISYEQGCAIAKQLGAEIYLEGSAFTSEKSIHSIFRTASMLCLNKPSPLPQKSPVRSLSKRLLHLPSRSELISSTFKKEKAKSCSIM. Result: 0 (no interaction). (4) The miRNA is hsa-miR-6744-5p with sequence UGGAUGACAGUGGAGGCCU. The protein sequence of the target gene is MRSVLRQRILKPKDVAIYSGEVNQVIADLIKRIYLLRSQAEDGETVTNVNDLFFKYSMEGVATILYESRLGCLENSIPQLTVEYIEALELMFSMFKTSMYAGAIPRWLRPFIPKPWREFCRSWDGLFKFSQIHVDNKLRDIQYQMDRGRRVSGGLLTYLFLSQALTLQEIYANVTEMLLAGVDTTSFTLSWTVYLLARHPEVQQTVYREIVKNLGERHVPTAADVPKVPLVRALLKETLRLFPVLPGNGRVTQEDLVIGGYLIPKGTQLALCHYATSYQDENFPRAKEFRPERWLRKGDL.... Result: 0 (no interaction). (5) The miRNA is hsa-miR-590-3p with sequence UAAUUUUAUGUAUAAGCUAGU. The protein sequence of the target gene is MPTVSVKRDLLFQALGRTYTDEEFDELCFEFGLELDEITSEKEIISKEQGNVKAAGASDVVLYKIDVPANRYDLLCLEGLVRGLQVFKERIKAPVYKRVMPDGKIQKLIITEETAKIRPFAVAAVLRNIKFTKDRYDSFIELQEKLHQNICRKRALVAIGTHDLDTLSGPFTYTAKRPSDIKFKPLNKTKEYTACELMNIYKTDNHLKHYLHIIENKPLYPVIYDSNGVVLSMPPIINGDHSRITVNTRNIFIECTGTDFTKAKIVLDIIVTMFSEYCENQFTVEAAEVVFPNGKSHTFP.... Result: 1 (interaction). (6) Result: 0 (no interaction). The miRNA is mmu-miR-451a with sequence AAACCGUUACCAUUACUGAGUU. The protein sequence of the target gene is MIYGRSLFHIIASLIILHSSGATKKGTEKQITPETQKSVQCGTWTKHAEGGVFTSPNYPSKYPPDRECVYIIEAAPRQCIELYFDEKYSIEPSWECKFDHIEVRDGPFGFSPIIGRFCGQQNPPVIKSSGRFLWIKFFADGELESMGFSARYNFTPDPDFKDLGVLKPLPACEFEMGGPEGIVESIQILKEGKASASEAVDCKWYIRAPPRSKIYLRFLDYEMQNSNECKRNFVAVYDGSSSVEDLKAKFCSTVANDVMLRTGLGVIRMWADEGSRNSRFQMLFTSFQEPPCEGNTFFCH.... (7) The miRNA is hsa-miR-601 with sequence UGGUCUAGGAUUGUUGGAGGAG. The protein sequence of the target gene is MCPCPLHRGRGPPAVCACSAGRLGLRSSAAQLTAARLKALGDELHQRTMWRRRARSRRAPAPGALPTYWPWLCAAAQVAALAAWLLGRRNL. Result: 0 (no interaction). (8) The miRNA is hsa-miR-3187-3p with sequence UUGGCCAUGGGGCUGCGCGG. The protein sequence of the target gene is MSSLIRRVISTAKAPGAIGPYSQAVLVDRTIYISGQIGMDPSSGQLVSGGVAEEAKQALKNMGEILKAAGCDFTNVVKTTVLLADINDFNTVNEIYKQYFKSNFPARAAYQVAALPKGSRIEIEAVAIQGPLTTASL. Result: 0 (no interaction). (9) The miRNA is hsa-miR-3136-5p with sequence CUGACUGAAUAGGUAGGGUCAUU. The protein sequence of the target gene is MLGKGGKRKFDEHEDGLEGKIVSPCDGPSKVSYTLQRQTIFNISLMKLYNHRPLTEPSLQKTVLINNMLRRIQEELKQEGSLRPMFTPSSQPTTEPSDSYREAPPAFSHLASPSSHPCDLGSTTPLEACLTPASLLEDDDDTFCTSQAMQPTAPTKLSPPALLPEKDSFSSALDEIEELCPTSTSTEAATAATDSVKGTSSEAGTQKLDGPQESRADDSKLMDSLPGNFEITTSTGFLTDLTLDDILFADIDTSMYDFDPCTSSSGTASKMAPVSADDLLKTLAPYSSQPVTPSQPFKMD.... Result: 1 (interaction).